Dataset: Full USPTO retrosynthesis dataset with 1.9M reactions from patents (1976-2016). Task: Predict the reactants needed to synthesize the given product. (1) Given the product [OH:1][C:2]1[CH:6]([CH2:7][CH:8]([S:10][CH3:11])[CH3:9])[O:5][C:4](=[O:12])[C:3]=1[C:28](=[O:29])[CH2:27][CH2:26][S:25][CH3:24], predict the reactants needed to synthesize it. The reactants are: [OH:1][C:2]1[CH:6]([CH2:7][CH:8]([S:10][CH3:11])[CH3:9])[O:5][C:4](=[O:12])[CH:3]=1.CCN(CC)CC.C(Cl)CCl.[CH3:24][S:25][CH2:26][CH2:27][C:28](O)=[O:29].Cl.[Na+].[Cl-]. (2) Given the product [Cl:1][C:2]1[CH:7]=[C:6]([Cl:8])[CH:5]=[CH:4][C:3]=1[C:9]1[C:14]([C:15]2[NH:19][CH:18]=[CH:17][N:16]=2)=[CH:13][N:12]=[C:11]([NH:38][CH2:39][CH2:40][NH:45][C:27]2[CH:28]=[CH:29][C:30]([N+:31]([O-:33])=[O:32])=[C:25]([O:24][CH3:23])[N:26]=2)[N:10]=1, predict the reactants needed to synthesize it. The reactants are: [Cl:1][C:2]1[CH:7]=[C:6]([Cl:8])[CH:5]=[CH:4][C:3]=1[C:9]1[C:14]([C:15]2[NH:16][CH:17]=[CH:18][N:19]=2)=[CH:13][N:12]=[C:11](CCN)[N:10]=1.[CH3:23][O:24][C:25]1[C:30]([N+:31]([O-:33])=[O:32])=[CH:29][CH:28]=[C:27](Cl)[N:26]=1.C([N:38](C(C)C)[CH2:39][CH3:40])(C)C.C[N:45](C=O)C. (3) Given the product [SH:21][C:12]1[CH:13]=[CH:14][C:15]2[C:20](=[CH:19][CH:18]=[CH:17][CH:16]=2)[C:11]=1[NH:10][C:8]([C:2]1([CH3:1])[CH2:3][CH2:4][CH2:5][CH2:6][CH2:7]1)=[O:9], predict the reactants needed to synthesize it. The reactants are: [CH3:1][C:2]1([C:8]([NH:10][C:11]2[C:20]3[C:15](=[CH:16][CH:17]=[CH:18][CH:19]=3)[CH:14]=[CH:13][C:12]=2[S:21]C(C2(C)CCCCC2)=O)=[O:9])[CH2:7][CH2:6][CH2:5][CH2:4][CH2:3]1.[OH-].[K+].O.